Dataset: Forward reaction prediction with 1.9M reactions from USPTO patents (1976-2016). Task: Predict the product of the given reaction. Given the reactants [CH:1]1([C:4]2[O:5][C:6]3[C:7](=[C:9]([C:17]#[N:18])[C:10]([CH3:16])=[C:11]([CH:14]=[CH2:15])[C:12]=3[F:13])[N:8]=2)[CH2:3][CH2:2]1.[H][H], predict the reaction product. The product is: [CH:1]1([C:4]2[O:5][C:6]3[C:7](=[C:9]([C:17]#[N:18])[C:10]([CH3:16])=[C:11]([CH2:14][CH3:15])[C:12]=3[F:13])[N:8]=2)[CH2:3][CH2:2]1.